Dataset: Forward reaction prediction with 1.9M reactions from USPTO patents (1976-2016). Task: Predict the product of the given reaction. (1) Given the reactants [CH3:1][O:2][C:3](=[O:21])[C@H:4]([CH2:13][C:14]1[CH:19]=[CH:18][C:17]([OH:20])=[CH:16][CH:15]=1)[NH:5][C:6]([O:8][C:9]([CH3:12])([CH3:11])[CH3:10])=[O:7].[C:22]1([O:28][C:29]2[CH:34]=[CH:33][C:32](B(O)O)=[CH:31][CH:30]=2)[CH:27]=[CH:26][CH:25]=[CH:24][CH:23]=1.N1C=CC=CC=1, predict the reaction product. The product is: [C:9]([O:8][C:6]([NH:5][C@@H:4]([CH2:13][C:14]1[CH:19]=[CH:18][C:17]([O:20][C:32]2[CH:33]=[CH:34][C:29]([O:28][C:22]3[CH:27]=[CH:26][CH:25]=[CH:24][CH:23]=3)=[CH:30][CH:31]=2)=[CH:16][CH:15]=1)[C:3]([O:2][CH3:1])=[O:21])=[O:7])([CH3:12])([CH3:10])[CH3:11]. (2) Given the reactants [CH:1]1[C:13]2[N:12]([C:14]3[CH:15]=[C:16]([C:20]4[O:21][C:22]([C:25]5[CH:30]=[CH:29][CH:28]=[C:27]([O:31]C)[CH:26]=5)=[N:23][N:24]=4)[CH:17]=[CH:18][CH:19]=3)[C:11]3[C:6](=[CH:7][CH:8]=[CH:9][CH:10]=3)[C:5]=2[CH:4]=[CH:3][CH:2]=1.B(Br)(Br)Br.C(=O)=O.CC(C)=O, predict the reaction product. The product is: [CH:10]1[C:11]2[N:12]([C:14]3[CH:15]=[C:16]([C:20]4[O:21][C:22]([C:25]5[CH:26]=[C:27]([OH:31])[CH:28]=[CH:29][CH:30]=5)=[N:23][N:24]=4)[CH:17]=[CH:18][CH:19]=3)[C:13]3[C:5](=[CH:4][CH:3]=[CH:2][CH:1]=3)[C:6]=2[CH:7]=[CH:8][CH:9]=1. (3) The product is: [CH:33]1([NH:39][C:40](=[O:49])[O:41][CH2:42][C:43]2[S:47][C:46]([C:20]3[CH:19]=[CH:18][C:17]([C:16]([NH:15][C:10]4[CH:11]=[CH:12][CH:13]=[CH:14][C:9]=4[NH:8][C:6]([O:5][C:1]([CH3:4])([CH3:3])[CH3:2])=[O:7])=[O:32])=[CH:22][CH:21]=3)=[N:45][CH:44]=2)[CH2:38][CH2:37][CH2:36][CH2:35][CH2:34]1. Given the reactants [C:1]([O:5][C:6]([NH:8][C:9]1[CH:14]=[CH:13][CH:12]=[CH:11][C:10]=1[NH:15][C:16](=[O:32])[C:17]1[CH:22]=[CH:21][C:20](B2OC(C)(C)C(C)(C)O2)=[CH:19][CH:18]=1)=[O:7])([CH3:4])([CH3:3])[CH3:2].[CH:33]1([NH:39][C:40](=[O:49])[O:41][CH2:42][C:43]2[S:47][C:46](Cl)=[N:45][CH:44]=2)[CH2:38][CH2:37][CH2:36][CH2:35][CH2:34]1, predict the reaction product. (4) Given the reactants [F:1][C:2]1[CH:3]=[C:4]([C:12]2[CH:21]=[CH:20][C:19]3[C:14](=[C:15]([N+:22]([O-])=O)[CH:16]=[CH:17][CH:18]=3)[N:13]=2)[CH:5]=[C:6]([C:8]([F:11])([F:10])[F:9])[CH:7]=1.[Cl-].[NH4+], predict the reaction product. The product is: [F:1][C:2]1[CH:3]=[C:4]([C:12]2[CH:21]=[CH:20][C:19]3[C:14](=[C:15]([NH2:22])[CH:16]=[CH:17][CH:18]=3)[N:13]=2)[CH:5]=[C:6]([C:8]([F:10])([F:11])[F:9])[CH:7]=1. (5) Given the reactants [CH:1]1([C:4]2[CH:5]=[CH:6][C:7]([C:15]([OH:17])=O)=[N:8][C:9]=2[O:10][CH2:11][CH:12]2[CH2:14][CH2:13]2)[CH2:3][CH2:2]1.[NH2:18][CH:19]([CH2:24][CH2:25][CH2:26][CH3:27])[CH2:20][C:21]([NH2:23])=[O:22], predict the reaction product. The product is: [C:21]([CH2:20][CH:19]([NH:18][C:15]([C:7]1[CH:6]=[CH:5][C:4]([CH:1]2[CH2:2][CH2:3]2)=[C:9]([O:10][CH2:11][CH:12]2[CH2:13][CH2:14]2)[N:8]=1)=[O:17])[CH2:24][CH2:25][CH2:26][CH3:27])(=[O:22])[NH2:23]. (6) The product is: [CH3:25][O:6][C:5]([CH:4]1[CH2:8][CH2:9][N:1]([C:15]([O:14][C:11]([CH3:13])([CH3:12])[CH3:10])=[O:16])[CH2:2][CH2:3]1)=[O:7]. Given the reactants [NH:1]1[CH2:9][CH2:8][CH:4]([C:5]([OH:7])=[O:6])[CH2:3][CH2:2]1.[CH3:10][C:11]([O:14][C:15](O[C:15]([O:14][C:11]([CH3:13])([CH3:12])[CH3:10])=[O:16])=[O:16])([CH3:13])[CH3:12].[CH3:25]O, predict the reaction product. (7) Given the reactants [CH3:1][O:2][C:3]1[CH:4]=[C:5]([C:11]2[O:15][N:14]=[CH:13][C:12]=2[CH2:16][CH2:17][C:18](OC)=[O:19])[CH:6]=[CH:7][C:8]=1[O:9][CH3:10].[H-].C([Al+]CC(C)C)C(C)C.Cl, predict the reaction product. The product is: [CH3:1][O:2][C:3]1[CH:4]=[C:5]([C:11]2[O:15][N:14]=[CH:13][C:12]=2[CH2:16][CH2:17][CH2:18][OH:19])[CH:6]=[CH:7][C:8]=1[O:9][CH3:10]. (8) Given the reactants [S:1]1[CH:5]=[CH:4][CH:3]=[C:2]1[CH:6]=O.[CH3:8][O:9][CH2:10][CH2:11][NH2:12].[C:13]1(=[O:24])[O:19][C:17](=O)[C:16]2=[CH:20][CH:21]=[CH:22][CH:23]=[C:15]2[CH2:14]1.[CH3:25][C:26]1[NH:27][C:28]2[C:33]([CH:34]=1)=[CH:32][C:31]([NH2:35])=[CH:30][CH:29]=2, predict the reaction product. The product is: [CH3:8][O:9][CH2:10][CH2:11][N:12]1[CH:6]([C:2]2[S:1][CH:5]=[CH:4][CH:3]=2)[CH:14]([C:13]([NH:35][C:31]2[CH:32]=[C:33]3[C:28](=[CH:29][CH:30]=2)[NH:27][C:26]([CH3:25])=[CH:34]3)=[O:24])[C:15]2[C:16](=[CH:20][CH:21]=[CH:22][CH:23]=2)[C:17]1=[O:19]. (9) The product is: [Cl:34][C:21]1[CH:20]=[C:19]([N:15]2[C:16]3[C:11](=[CH:10][C:9]([S:8]([O:58][C:49]4[C:48]([F:47])=[C:53]([F:54])[C:52]([F:55])=[C:51]([F:56])[C:50]=4[F:57])(=[O:39])=[O:66])=[CH:18][CH:17]=3)[CH:12]=[CH:13][C:14]2=[O:35])[C:24]([O:25][CH3:26])=[CH:23][C:22]=1[C:27]1[CH:32]=[CH:31][CH:30]=[C:29]([F:33])[CH:28]=1. Given the reactants C([S:8][C:9]1[CH:10]=[C:11]2[C:16](=[CH:17][CH:18]=1)[N:15]([C:19]1[C:24]([O:25][CH3:26])=[CH:23][C:22]([C:27]3[CH:32]=[CH:31][CH:30]=[C:29]([F:33])[CH:28]=3)=[C:21]([Cl:34])[CH:20]=1)[C:14](=[O:35])[CH:13]=[CH:12]2)C1C=CC=CC=1.ClN1C(C)(C)C(=O)N(Cl)C1=[O:39].[F:47][C:48]1[C:53]([F:54])=[C:52]([F:55])[C:51]([F:56])=[C:50]([F:57])[C:49]=1[OH:58].C(N(CC)CC)C.[OH2:66], predict the reaction product. (10) Given the reactants [Cl:1][C:2]1[CH:3]=[C:4]([F:25])[C:5]([O:23][CH3:24])=[C:6]([NH:8][N:9]=C(C2C=CC=CC=2)C2C=CC=CC=2)[CH:7]=1, predict the reaction product. The product is: [ClH:1].[Cl:1][C:2]1[CH:3]=[C:4]([F:25])[C:5]([O:23][CH3:24])=[C:6]([NH:8][NH2:9])[CH:7]=1.